Task: Binary Classification. Given a miRNA mature sequence and a target amino acid sequence, predict their likelihood of interaction.. Dataset: Experimentally validated miRNA-target interactions with 360,000+ pairs, plus equal number of negative samples (1) The miRNA is mmu-miR-24-3p with sequence UGGCUCAGUUCAGCAGGAACAG. The protein sequence of the target gene is MAAAVSGVVRRVEELGDLAQAHIQHLSEAAGEDDHFLIRASAALEKLKLLCGEEKECSNPSNLLELYTQAILDMTYFEENKLVDEDFPEDCSPQKVKELLAFLSEPEILAKESNMHPKLCGLLGAELLECLSWRRGALLYMYCHSLTKRREWLLRKSNLLQKYLVDGINYLLQMLNYRCPVQLNEGVSFQDLDTAKLLSTGVFSDIHVLAMMYSGEMCYWGLKHCTDQQSENHEVDTDVFGASCTTHKETLDFREVGEKILKKYVSVCEGPLKEQEWNTANAKQILSFFQQRCS. Result: 1 (interaction). (2) The miRNA is hsa-let-7e-3p with sequence CUAUACGGCCUCCUAGCUUUCC. The protein sequence of the target gene is MENSSAASASSEAGSSRSQEIEELERFIDSYVLEYQVQGLLADKTEGDGESERTQSHISQWTADCSEPLDSSCSFSRGRAPPQQNGSKDNSLDMLGTDIWAANTFDSFSGATWDLQPEKLDFTQFHRKVRHTPKQPLPHIDREGCGKGKLEDGDGINLNDIEKVLPAWQGYHPMPHEVEIAHTKKLFRRRRNDRRRQQRPPGGNKPQQHGDHQPGSAKHNRDHQKSYQGGSAPHPSGRPTHHGYSQNRRWHHGNMKHPPGDKGEAGAHRNAKETMTIENPKLEDTAGDTGHSSLEAPRSP.... Result: 0 (no interaction). (3) The miRNA is hsa-miR-190a-3p with sequence CUAUAUAUCAAACAUAUUCCU. The protein sequence of the target gene is MEKSWMLWNFVERWLIALASWSWALCRISLLPLIVTFHLYGGIILLLLIFISIAGILYKFQDVLLYFPEQPSSSRLYVPMPTGIPHENIFIRTKDGIRLNLILIRYTGDNSPYSPTIIYFHGNAGNIGHRLPNALLMLVNLKVNLLLVDYRGYGKSEGEASEEGLYLDSEAVLDYVMTRPDLDKTKIFLFGRSLGGAVAIHLASENSHRISAIMVENTFLSIPHMASTLFSFFPMRYLPLWCYKNKFLSYRKISQCRMPSLFISGLSDQLIPPVMMKQLYELSPSRTKRLAIFPDGTHND.... Result: 1 (interaction). (4) The miRNA is hsa-miR-3689a-3p with sequence CUGGGAGGUGUGAUAUCGUGGU. The protein sequence of the target gene is MAAVGAEARGAWCVPCLVSLDTLQELCRKEKLTCKSIGITKRNLNNYEVEYLCDYKVVKDMEYYLVKWKGWPDSTNTWEPLQNLKCPLLLQQFSNDKHNYLSQVKKGKAITPKDNNKTLKPAIAEYIVKKAKQRIALQRWQDELNRRKNHKGMIFVENTVDLEGPPSDFYYINEYKPAPGISLVNEATFGCSCTDCFFQKCCPAEAGVLLAYNKNQQIKIPPGTPIYECNSRCQCGPDCPNRIVQKGTQYSLCIFRTSNGRGWGVKTLVKIKRMSFVMEYVGEVITSEEAERRGQFYDNK.... Result: 0 (no interaction). (5) The miRNA is hsa-miR-497-5p with sequence CAGCAGCACACUGUGGUUUGU. The protein sequence of the target gene is MFALGLPFLVLLVASVESHLGVLGPKNVSQKDAEFERTYVDEVNSELVNIYTFNHTVTRNRTEGVRVSVNVLNKQKGAPLLFVVRQKEAVVSFQVPLILRGMFQRKYLYQKVERTLCQPPTKNESEIQFFYVDVSTLSPVNTTYQLRVSRMDDFVLRTGEQFSFNTTAAQPQYFKYEFPEGVDSVIVKVTSNKAFPCSVISIQDVLCPVYDLDNNVAFIGMYQTMTKKAAITVQRKDFPSNSFYVVVVVKTEDQACGGSLPFYPFAEDEPVDQGHRQKTLSVLVSQAVTSEAYVSGMLFC.... Result: 1 (interaction). (6) The protein sequence of the target gene is MAELGELKHMVMSFRVSELQVLLGFAGRNKSGRKHELLAKALHLLKSSCAPSVQMKIKELYRRRFPRKTLGPSDLSLLSLPPGTSPVGSPGPLAPIPPTLLAPGTLLGPKREVDMHPPLPQPVHPDVTMKPLPFYEVYGELIRPTTLASTSSQRFEEAHFTFALTPQQVQQILTSREVLPGAKCDYTIQVQLRFCLCETSCPQEDYFPPNLFVKVNGKLCPLPGYLPPTKNGAEPKRPSRPINITPLARLSATVPNTIVVNWSSEFGRNYSLSVYLVRQLTAGTLLQKLRAKGIRNPDHS.... The miRNA is hsa-miR-142-3p with sequence UGUAGUGUUUCCUACUUUAUGGA. Result: 0 (no interaction). (7) The miRNA is hsa-miR-4713-3p with sequence UGGGAUCCAGACAGUGGGAGAA. The protein sequence of the target gene is MHDAFEPVPILEKLPLQIDCLAAWEEWLLVGTKQGHLLLYRIRKDVVPADVASPESGSCNRFEVTLEKSNKNFSKKIQQIHVVSQFKILVSLLENNIYVHDLLTFQQITTVSKAKGASLFTCDLQHTETGEEVLRMCVAVRKKLQLYFWKDREFHELQGDFSVPDVPKSMAWCENSICVGFKRDYYLIRVDGKGSIKELFPTGKQLEPLVAPLADGKVAVGQDDLTVVLNEEGICTQKCALNWTDIPVAMEHQPPYIVAVLPRYVEIRTLEPRLLVQSIELQRPRFITSGGSNIIYVASN.... Result: 0 (no interaction).